This data is from Experimentally validated miRNA-target interactions with 360,000+ pairs, plus equal number of negative samples. The task is: Binary Classification. Given a miRNA mature sequence and a target amino acid sequence, predict their likelihood of interaction. (1) The miRNA is mmu-miR-3969 with sequence CCCUAAAGUAGAAAUCACUA. The protein sequence of the target gene is MRPMRIFVNDDRHVMAKHSSVYPTQEELEAVQNMVSHTERALKAVSDWIDEQEKGNSELSEAENMDTPPDDESKEGAGEQKAEHMTRTLRGVMRVGLVAKGLLLKGDLDLELVLLCKEKPTTALLDKVADNLAIQLTTVTEDKYEILQSVDDAAIVIKNTKEPPLSLTIHLTSPVVREEMEKVLAGETLSVNDPPDVLDRQKCLAALASLRHAKWFQARANGLKSCVIVIRVLRDLCTRVPTWGPLRGWPLELLCEKSIGTANRPMGAGEALRRVLECLASGIVMPDGSGIYDPCEKEAT.... Result: 0 (no interaction). (2) The miRNA is hsa-miR-4465 with sequence CUCAAGUAGUCUGACCAGGGGA. The protein sequence of the target gene is MAKQYDSVECPFCDEVSKYEKLAKIGQGTFGEVFKARHRKTGQKVALKKVLMENEKEGFPITALREIKILQLLKHENVVNLIEICRTKASPYNRCKGSIYLVFDFCEHDLAGLLSNVLVKFTLSEIKRVMQMLLNGLYYIHRNKILHRDMKAANVLITRDGVLKLADFGLARAFSLAKNSQPNRYTNRVVTLWYRPPELLLGERDYGPPIDLWGAGCIMAEMWTRSPIMQGNTEQHQLALISQLCGSITPEVWPNVDNYELYEKLELVKGQKRKVKDRLKAYVRDPYALDLIDKLLVLDP.... Result: 1 (interaction).